This data is from Forward reaction prediction with 1.9M reactions from USPTO patents (1976-2016). The task is: Predict the product of the given reaction. (1) Given the reactants [NH2:1][C:2]1[CH:9]=[CH:8][CH:7]=[CH:6][C:3]=1[CH2:4][OH:5].[CH3:10][C:11]([O:14][C:15](O[C:15]([O:14][C:11]([CH3:13])([CH3:12])[CH3:10])=[O:16])=[O:16])([CH3:13])[CH3:12], predict the reaction product. The product is: [C:11]([O:14][C:15](=[O:16])[NH:1][C:2]1[CH:9]=[CH:8][CH:7]=[CH:6][C:3]=1[CH2:4][OH:5])([CH3:13])([CH3:12])[CH3:10]. (2) Given the reactants [N:1]([CH2:4][CH:5]1[NH:10][C:9]2[C:11](Br)=[CH:12][C:13]([F:15])=[CH:14][C:8]=2[O:7][CH2:6]1)=[N+:2]=[N-:3].[CH3:17][O:18][C:19]1[CH:24]=[CH:23][C:22](B(O)O)=[C:21]([CH3:28])[CH:20]=1, predict the reaction product. The product is: [N:1]([CH2:4][CH:5]1[NH:10][C:9]2[C:11]([C:22]3[CH:23]=[CH:24][C:19]([O:18][CH3:17])=[CH:20][C:21]=3[CH3:28])=[CH:12][C:13]([F:15])=[CH:14][C:8]=2[O:7][CH2:6]1)=[N+:2]=[N-:3]. (3) Given the reactants [C:1]([OH:6])(=O)[C:2]([CH3:4])=[CH2:3].ClC(OCC)=O.C(N(CC)CC)C.[NH2:20][C:21]1[CH:26]=[CH:25][C:24]([S:27]([NH2:30])(=[O:29])=[O:28])=[CH:23][CH:22]=1, predict the reaction product. The product is: [NH2:30][S:27]([C:24]1[CH:23]=[CH:22][C:21]([NH:20][C:1](=[O:6])[C:2]([CH3:4])=[CH2:3])=[CH:26][CH:25]=1)(=[O:28])=[O:29].